From a dataset of NCI-60 drug combinations with 297,098 pairs across 59 cell lines. Regression. Given two drug SMILES strings and cell line genomic features, predict the synergy score measuring deviation from expected non-interaction effect. (1) Drug 1: CC1=C(N=C(N=C1N)C(CC(=O)N)NCC(C(=O)N)N)C(=O)NC(C(C2=CN=CN2)OC3C(C(C(C(O3)CO)O)O)OC4C(C(C(C(O4)CO)O)OC(=O)N)O)C(=O)NC(C)C(C(C)C(=O)NC(C(C)O)C(=O)NCCC5=NC(=CS5)C6=NC(=CS6)C(=O)NCCC[S+](C)C)O. Drug 2: C1C(C(OC1N2C=NC(=NC2=O)N)CO)O. Cell line: MDA-MB-231. Synergy scores: CSS=28.7, Synergy_ZIP=-4.74, Synergy_Bliss=0.802, Synergy_Loewe=7.29, Synergy_HSA=7.75. (2) Drug 1: CC1C(C(=O)NC(C(=O)N2CCCC2C(=O)N(CC(=O)N(C(C(=O)O1)C(C)C)C)C)C(C)C)NC(=O)C3=C4C(=C(C=C3)C)OC5=C(C(=O)C(=C(C5=N4)C(=O)NC6C(OC(=O)C(N(C(=O)CN(C(=O)C7CCCN7C(=O)C(NC6=O)C(C)C)C)C)C(C)C)C)N)C. Drug 2: CN(CC1=CN=C2C(=N1)C(=NC(=N2)N)N)C3=CC=C(C=C3)C(=O)NC(CCC(=O)O)C(=O)O. Cell line: HS 578T. Synergy scores: CSS=13.1, Synergy_ZIP=-0.575, Synergy_Bliss=-2.75, Synergy_Loewe=-26.6, Synergy_HSA=-2.61. (3) Drug 1: CCC1=CC2CC(C3=C(CN(C2)C1)C4=CC=CC=C4N3)(C5=C(C=C6C(=C5)C78CCN9C7C(C=CC9)(C(C(C8N6C)(C(=O)OC)O)OC(=O)C)CC)OC)C(=O)OC.C(C(C(=O)O)O)(C(=O)O)O. Drug 2: CCC1(CC2CC(C3=C(CCN(C2)C1)C4=CC=CC=C4N3)(C5=C(C=C6C(=C5)C78CCN9C7C(C=CC9)(C(C(C8N6C)(C(=O)OC)O)OC(=O)C)CC)OC)C(=O)OC)O.OS(=O)(=O)O. Cell line: HCT-15. Synergy scores: CSS=21.2, Synergy_ZIP=-1.63, Synergy_Bliss=4.53, Synergy_Loewe=5.32, Synergy_HSA=5.06. (4) Drug 1: C1CC(C1)(C(=O)O)C(=O)O.[NH2-].[NH2-].[Pt+2]. Drug 2: CC1CCCC2(C(O2)CC(NC(=O)CC(C(C(=O)C(C1O)C)(C)C)O)C(=CC3=CSC(=N3)C)C)C. Cell line: HOP-92. Synergy scores: CSS=26.8, Synergy_ZIP=-0.125, Synergy_Bliss=1.08, Synergy_Loewe=-6.99, Synergy_HSA=4.62. (5) Drug 1: CC1=C(C(CCC1)(C)C)C=CC(=CC=CC(=CC(=O)O)C)C. Drug 2: C(CN)CNCCSP(=O)(O)O. Cell line: SK-MEL-28. Synergy scores: CSS=4.19, Synergy_ZIP=3.57, Synergy_Bliss=-1.69, Synergy_Loewe=0.188, Synergy_HSA=-0.113. (6) Drug 1: CC1=C(C=C(C=C1)C(=O)NC2=CC(=CC(=C2)C(F)(F)F)N3C=C(N=C3)C)NC4=NC=CC(=N4)C5=CN=CC=C5. Drug 2: C1=CC=C(C(=C1)C(C2=CC=C(C=C2)Cl)C(Cl)Cl)Cl. Cell line: NCI-H226. Synergy scores: CSS=2.67, Synergy_ZIP=-1.77, Synergy_Bliss=-0.196, Synergy_Loewe=-0.715, Synergy_HSA=-0.421. (7) Drug 1: CC12CCC3C(C1CCC2=O)CC(=C)C4=CC(=O)C=CC34C. Drug 2: C1CC(=O)NC(=O)C1N2C(=O)C3=CC=CC=C3C2=O. Cell line: HS 578T. Synergy scores: CSS=51.9, Synergy_ZIP=2.75, Synergy_Bliss=3.14, Synergy_Loewe=3.40, Synergy_HSA=2.97.